This data is from Reaction yield outcomes from USPTO patents with 853,638 reactions. The task is: Predict the reaction yield, written as a fraction of the theoretical maximum amount of product (1.0 means a 100% yield; for example, 0.34 means a 34% yield). The reactants are [CH3:1][C:2]1[CH:7]=[CH:6][C:5]([S:8]([O:11][CH2:12][CH:13]2[CH2:17][C:16]3[CH:18]=[CH:19][CH:20]=[C:21](Br)[C:15]=3[O:14]2)(=[O:10])=[O:9])=[CH:4][CH:3]=1.[CH3:23][O:24][C:25]1[CH:30]=[CH:29][C:28]([O:31][CH3:32])=[CH:27][C:26]=1B(O)O. No catalyst specified. The product is [CH3:1][C:2]1[CH:7]=[CH:6][C:5]([S:8]([O:11][CH2:12][CH:13]2[CH2:17][C:16]3[CH:18]=[CH:19][CH:20]=[C:21]([C:29]4[CH:30]=[C:25]([O:24][CH3:23])[CH:26]=[CH:27][C:28]=4[O:31][CH3:32])[C:15]=3[O:14]2)(=[O:10])=[O:9])=[CH:4][CH:3]=1. The yield is 0.510.